This data is from Full USPTO retrosynthesis dataset with 1.9M reactions from patents (1976-2016). The task is: Predict the reactants needed to synthesize the given product. Given the product [C:18]([C:14]1[CH:13]=[C:12]([CH:17]=[CH:16][CH:15]=1)[O:11][C@H:4]([C:5]1[CH:10]=[CH:9][CH:8]=[CH:7][CH:6]=1)[CH2:3][CH2:2][N:35]1[CH2:36][CH2:37][CH:32]([C:30]2[CH:29]=[CH:28][C:27]([CH3:38])=[C:26]([NH:25][C:23](=[O:24])[CH:22]([CH3:21])[CH3:39])[CH:31]=2)[CH2:33][CH2:34]1)(=[O:20])[CH3:19], predict the reactants needed to synthesize it. The reactants are: Cl[CH2:2][CH2:3][C@H:4]([O:11][C:12]1[CH:13]=[C:14]([C:18](=[O:20])[CH3:19])[CH:15]=[CH:16][CH:17]=1)[C:5]1[CH:10]=[CH:9][CH:8]=[CH:7][CH:6]=1.[CH3:21][CH:22]([CH3:39])[C:23]([NH:25][C:26]1[CH:31]=[C:30]([CH:32]2[CH2:37][CH2:36][NH:35][CH2:34][CH2:33]2)[CH:29]=[CH:28][C:27]=1[CH3:38])=[O:24].